This data is from NCI-60 drug combinations with 297,098 pairs across 59 cell lines. The task is: Regression. Given two drug SMILES strings and cell line genomic features, predict the synergy score measuring deviation from expected non-interaction effect. (1) Drug 1: CN1C(=O)N2C=NC(=C2N=N1)C(=O)N. Drug 2: C1=NC(=NC(=O)N1C2C(C(C(O2)CO)O)O)N. Cell line: UACC62. Synergy scores: CSS=31.2, Synergy_ZIP=-1.85, Synergy_Bliss=-2.66, Synergy_Loewe=-33.1, Synergy_HSA=-5.65. (2) Drug 1: CC1=C2C(C(=O)C3(C(CC4C(C3C(C(C2(C)C)(CC1OC(=O)C(C(C5=CC=CC=C5)NC(=O)OC(C)(C)C)O)O)OC(=O)C6=CC=CC=C6)(CO4)OC(=O)C)OC)C)OC. Drug 2: CN(CC1=CN=C2C(=N1)C(=NC(=N2)N)N)C3=CC=C(C=C3)C(=O)NC(CCC(=O)O)C(=O)O. Cell line: PC-3. Synergy scores: CSS=51.1, Synergy_ZIP=-6.75, Synergy_Bliss=-6.65, Synergy_Loewe=-3.98, Synergy_HSA=2.05. (3) Drug 2: C1=CC(=CC=C1CCCC(=O)O)N(CCCl)CCCl. Synergy scores: CSS=28.7, Synergy_ZIP=-9.12, Synergy_Bliss=-4.62, Synergy_Loewe=-1.25, Synergy_HSA=-0.134. Drug 1: CC(CN1CC(=O)NC(=O)C1)N2CC(=O)NC(=O)C2. Cell line: UACC62. (4) Drug 1: C1CC2CC3=C(CC1C24CN(S(=O)(=O)N4)CC(F)(F)F)C=CC(=C3)C=CCN5CCC(CC5)C(F)(F)F. Drug 2: COCCOC1=C(C=C2C(=C1)C(=NC=N2)NC3=CC=CC(=C3)C#C)OCCOC. Cell line: UACC62. Synergy scores: CSS=47.9, Synergy_ZIP=3.23, Synergy_Bliss=4.33, Synergy_Loewe=6.37, Synergy_HSA=9.84.